Task: Predict the reactants needed to synthesize the given product.. Dataset: Full USPTO retrosynthesis dataset with 1.9M reactions from patents (1976-2016) Given the product [CH2:30]([N:25]1[CH2:24][CH2:23][N:22]([C:10]2[CH:11]=[CH:12][C:13]([N:15]3[CH2:19][CH2:18][C@@H:17]([O:20][CH3:21])[CH2:16]3)=[CH:14][C:9]=2[CH:6]2[CH2:7][CH2:8][C:3]([CH2:1][CH3:2])([CH2:28][CH3:29])[CH2:4][CH2:5]2)[CH2:27][CH2:26]1)[CH2:31][CH2:32][CH3:33], predict the reactants needed to synthesize it. The reactants are: [CH2:1]([C:3]1([CH2:28][CH3:29])[CH2:8][CH2:7][CH:6]([C:9]2[CH:14]=[C:13]([N:15]3[CH2:19][CH2:18][C@@H:17]([O:20][CH3:21])[CH2:16]3)[CH:12]=[CH:11][C:10]=2[N:22]2[CH2:27][CH2:26][NH:25][CH2:24][CH2:23]2)[CH2:5][CH2:4]1)[CH3:2].[CH:30](=O)[CH2:31][CH2:32][CH3:33].C(O[BH-](OC(=O)C)OC(=O)C)(=O)C.[Na+].C(O)(=O)C.C(=O)([O-])O.[Na+].